This data is from NCI-60 drug combinations with 297,098 pairs across 59 cell lines. The task is: Regression. Given two drug SMILES strings and cell line genomic features, predict the synergy score measuring deviation from expected non-interaction effect. (1) Drug 1: CCC1(CC2CC(C3=C(CCN(C2)C1)C4=CC=CC=C4N3)(C5=C(C=C6C(=C5)C78CCN9C7C(C=CC9)(C(C(C8N6C=O)(C(=O)OC)O)OC(=O)C)CC)OC)C(=O)OC)O.OS(=O)(=O)O. Drug 2: C1C(C(OC1N2C=NC3=C2NC=NCC3O)CO)O. Cell line: MOLT-4. Synergy scores: CSS=37.1, Synergy_ZIP=3.03, Synergy_Bliss=-0.703, Synergy_Loewe=-52.6, Synergy_HSA=-8.86. (2) Drug 1: C1=CC(=CC=C1C#N)C(C2=CC=C(C=C2)C#N)N3C=NC=N3. Drug 2: CCN(CC)CCCC(C)NC1=C2C=C(C=CC2=NC3=C1C=CC(=C3)Cl)OC. Cell line: SF-295. Synergy scores: CSS=12.4, Synergy_ZIP=-3.11, Synergy_Bliss=-0.0499, Synergy_Loewe=-2.35, Synergy_HSA=-2.36. (3) Synergy scores: CSS=36.7, Synergy_ZIP=-7.34, Synergy_Bliss=-3.47, Synergy_Loewe=-70.1, Synergy_HSA=-3.91. Drug 1: C1=CN(C(=O)N=C1N)C2C(C(C(O2)CO)O)O.Cl. Drug 2: CN(C(=O)NC(C=O)C(C(C(CO)O)O)O)N=O. Cell line: HT29.